This data is from Catalyst prediction with 721,799 reactions and 888 catalyst types from USPTO. The task is: Predict which catalyst facilitates the given reaction. (1) Reactant: [Cl:1][C:2]1[CH:7]=[CH:6][C:5]([CH2:8]Cl)=[CH:4][N:3]=1.[NH2:10][C:11]1[CH:16]=[CH:15][CH:14]=[CH:13][N:12]=1. Product: [ClH:1].[Cl:1][C:2]1[N:3]=[CH:4][C:5]([CH2:8][N:12]2[CH:13]=[CH:14][CH:15]=[CH:16][C:11]2=[NH:10])=[CH:6][CH:7]=1. The catalyst class is: 9. (2) Reactant: [Cl:1][C:2]1[C:7]([C:8]([O:10][N:11]=[C:12]([NH2:15])[CH2:13][CH3:14])=[O:9])=[C:6](Cl)[N:5]=[CH:4][N:3]=1.[NH3:17].C(Cl)Cl.CO. Product: [NH2:17][C:6]1[C:7]([C:8]([O:10][N:11]=[C:12]([NH2:15])[CH2:13][CH3:14])=[O:9])=[C:2]([Cl:1])[N:3]=[CH:4][N:5]=1. The catalyst class is: 1. (3) Reactant: [O:1]1[CH:5]=[CH:4][CH:3]=[C:2]1[C:6]1[N:7]=[C:8]([NH:19][C:20]([C:22]2[CH:27]=[CH:26][N:25]=[C:24]([O:28]CC3C=CC(OC)=CC=3)[CH:23]=2)=[O:21])[S:9][C:10]=1[C:11]([C:13]1[CH:18]=[CH:17][CH:16]=[CH:15][N:14]=1)=[O:12]. Product: [O:1]1[CH:5]=[CH:4][CH:3]=[C:2]1[C:6]1[N:7]=[C:8]([NH:19][C:20]([C:22]2[CH:27]=[CH:26][NH:25][C:24](=[O:28])[CH:23]=2)=[O:21])[S:9][C:10]=1[C:11]([C:13]1[CH:18]=[CH:17][CH:16]=[CH:15][N:14]=1)=[O:12]. The catalyst class is: 55. (4) Reactant: [CH3:1][O:2][C:3]1[CH:4]=[C:5]([C:11]2[C:12]([NH:17]C(=O)C(C)(C)C)=[N:13][CH:14]=[CH:15][CH:16]=2)[CH:6]=[CH:7][C:8]=1[O:9][CH3:10].CO.[OH-].[K+]. Product: [NH2:17][C:12]1[C:11]([C:5]2[CH:6]=[CH:7][C:8]([O:9][CH3:10])=[C:3]([O:2][CH3:1])[CH:4]=2)=[CH:16][CH:15]=[CH:14][N:13]=1. The catalyst class is: 6. (5) Reactant: [NH2:1][C:2]1[CH:7]=[CH:6][C:5]([Cl:8])=[CH:4][C:3]=1[C:9]([CH:11]1[CH2:13][CH2:12]1)=[O:10].[CH:14]([Mg]Br)=[CH2:15].[Cl-].[NH4+].C1C[O:23][CH2:22]C1. Product: [Cl:8][C:5]1[CH:6]=[CH:7][C:2]2[NH:1][C:22](=[O:23])[O:10][C:9]([CH:11]3[CH2:12][CH2:13]3)([CH:14]=[CH2:15])[C:3]=2[CH:4]=1. The catalyst class is: 13. (6) Reactant: [CH:1]([CH:3]1[CH2:8][CH2:7][CH2:6][N:5]([C:9]([O:11][C:12]([CH3:15])([CH3:14])[CH3:13])=[O:10])[CH2:4]1)=O.[C:16](=O)([O-])[O-].[K+].[K+].[N+](=C(P(=O)(OC)OC)C(=O)C)=[N-]. Product: [C:1]([CH:3]1[CH2:8][CH2:7][CH2:6][N:5]([C:9]([O:11][C:12]([CH3:15])([CH3:14])[CH3:13])=[O:10])[CH2:4]1)#[CH:16]. The catalyst class is: 5.